From a dataset of Catalyst prediction with 721,799 reactions and 888 catalyst types from USPTO. Predict which catalyst facilitates the given reaction. Reactant: [C:1]1([Li])[CH:6]=[CH:5]C=[CH:3][CH:2]=1.[CH2:8]([C:15]1([CH2:25][N:26]([CH3:28])[CH3:27])[CH2:20][CH2:19][C:18]([NH:23][CH3:24])([C:21]#N)[CH2:17][CH2:16]1)[C:9]1[CH:14]=[CH:13][CH:12]=[CH:11][CH:10]=1. Product: [CH2:8]([C:15]1([CH2:25][N:26]([CH3:27])[CH3:28])[CH2:16][CH2:17][C:18]([C:21]2[CH:5]=[CH:6][CH:1]=[CH:2][CH:3]=2)([NH:23][CH3:24])[CH2:19][CH2:20]1)[C:9]1[CH:14]=[CH:13][CH:12]=[CH:11][CH:10]=1. The catalyst class is: 27.